This data is from Catalyst prediction with 721,799 reactions and 888 catalyst types from USPTO. The task is: Predict which catalyst facilitates the given reaction. (1) Reactant: [CH3:1][S:2]([OH:5])(=[O:4])=[O:3].[NH:6]1[CH2:11][CH2:10][CH:9]([C:12]2[CH:17]=[CH:16][C:15]([C:18]3[C:27]4[C:22](=[CH:23][C:24]([C:28]5[CH:33]=[CH:32][C:31]([C:34]([F:37])([F:36])[F:35])=[CH:30][CH:29]=5)=[CH:25][CH:26]=4)[CH:21]=[C:20]([C:38]([O:40][CH2:41][CH3:42])=[O:39])[CH:19]=3)=[CH:14][CH:13]=2)[CH2:8][CH2:7]1. Product: [CH3:1][S:2]([O-:5])(=[O:4])=[O:3].[CH2:41]([O:40][C:38]([C:20]1[CH:19]=[C:18]([C:15]2[CH:16]=[CH:17][C:12]([CH:9]3[CH2:8][CH2:7][NH2+:6][CH2:11][CH2:10]3)=[CH:13][CH:14]=2)[C:27]2[C:22]([CH:21]=1)=[CH:23][C:24]([C:28]1[CH:29]=[CH:30][C:31]([C:34]([F:35])([F:37])[F:36])=[CH:32][CH:33]=1)=[CH:25][CH:26]=2)=[O:39])[CH3:42]. The catalyst class is: 7. (2) Reactant: CC(C)([O-])C.[K+].[CH3:7][C:8]#[N:9].[Br:10][C:11]1[CH:12]=[C:13]([CH:16]=[CH:17][CH:18]=1)[CH:14]=[O:15]. Product: [Br:10][C:11]1[CH:12]=[C:13]([CH:14]([OH:15])[CH2:7][C:8]#[N:9])[CH:16]=[CH:17][CH:18]=1. The catalyst class is: 625. (3) Reactant: [C:1]([C:5]1[CH:10]=[C:9]([C:11]([CH3:14])([CH3:13])[CH3:12])[CH:8]=[C:7]([C:15]2[C:16]([OH:29])=[C:17]([C:25]([CH3:28])([CH3:27])[CH3:26])[CH:18]=[C:19]([C:21]([CH3:24])([CH3:23])[CH3:22])[CH:20]=2)[C:6]=1[OH:30])([CH3:4])([CH3:3])[CH3:2].C(N(CC)CC)C.[C:38]1([C:44]2[CH:53]=[CH:52][CH:51]=[C:50]([C:54]3[CH:59]=[CH:58][CH:57]=[CH:56][CH:55]=3)[C:45]=2[O:46][P:47](Cl)Cl)[CH:43]=[CH:42][CH:41]=[CH:40][CH:39]=1. Product: [C:54]1([C:50]2[CH:51]=[CH:52][CH:53]=[C:44]([C:38]3[CH:39]=[CH:40][CH:41]=[CH:42][CH:43]=3)[C:45]=2[O:46][P:47]2[O:29][C:16]3[C:17]([C:25]([CH3:28])([CH3:27])[CH3:26])=[CH:18][C:19]([C:21]([CH3:24])([CH3:23])[CH3:22])=[CH:20][C:15]=3[C:7]3[CH:8]=[C:9]([C:11]([CH3:14])([CH3:13])[CH3:12])[CH:10]=[C:5]([C:1]([CH3:2])([CH3:3])[CH3:4])[C:6]=3[O:30]2)[CH:55]=[CH:56][CH:57]=[CH:58][CH:59]=1. The catalyst class is: 11. (4) Reactant: [N:1]1([CH2:11][CH2:12][CH2:13][CH2:14][C:15]([O:17][CH2:18][CH3:19])=[O:16])[C:10]2[C:5](=[CH:6][CH:7]=[CH:8][CH:9]=2)[CH2:4][CH2:3][CH2:2]1.[Br-:20].[Br-].[Br-].C([N+](CCCC)(CCCC)CCCC)CCC.C([N+](CCCC)(CCCC)CCCC)CCC.C([N+](CCCC)(CCCC)CCCC)CCC.O. Product: [Br:20][C:7]1[CH:6]=[C:5]2[C:10](=[CH:9][CH:8]=1)[N:1]([CH2:11][CH2:12][CH2:13][CH2:14][C:15]([O:17][CH2:18][CH3:19])=[O:16])[CH2:2][CH2:3][CH2:4]2. The catalyst class is: 4. (5) Reactant: [CH:1]([C:4]1[CH:5]=[C:6]([CH:8]=[CH:9][CH:10]=1)[NH2:7])([CH3:3])[CH3:2].[CH:11](OCC)(OCC)OCC.[N+:21]([CH2:24]C(OCC)=O)([O-])=O.[C:30]([OH:33])(=[O:32])[CH3:31]. Product: [CH:1]([C:4]1[CH:5]=[C:6]([N:7]2[CH:11]=[C:31]([C:30]([OH:33])=[O:32])[N:21]=[CH:24]2)[CH:8]=[CH:9][CH:10]=1)([CH3:3])[CH3:2]. The catalyst class is: 292. (6) Reactant: [C:1]([O:5][C:6]([C:8]1[N:9]=[C:10]([C:39]([F:42])([F:41])[F:40])[N:11]2[CH2:16][CH2:15][N:14]([C:17](=[O:38])[CH2:18][C@H:19]([NH:30]C(OC(C)(C)C)=O)[CH2:20][C:21]3[CH:26]=[C:25]([F:27])[C:24]([F:28])=[CH:23][C:22]=3[F:29])[CH2:13][C:12]=12)=[O:7])([CH3:4])([CH3:3])[CH3:2].[ClH:43]. Product: [ClH:43].[C:1]([O:5][C:6]([C:8]1[N:9]=[C:10]([C:39]([F:40])([F:41])[F:42])[N:11]2[CH2:16][CH2:15][N:14]([C:17](=[O:38])[CH2:18][C@H:19]([NH2:30])[CH2:20][C:21]3[CH:26]=[C:25]([F:27])[C:24]([F:28])=[CH:23][C:22]=3[F:29])[CH2:13][C:12]=12)=[O:7])([CH3:4])([CH3:2])[CH3:3]. The catalyst class is: 13.